This data is from Full USPTO retrosynthesis dataset with 1.9M reactions from patents (1976-2016). The task is: Predict the reactants needed to synthesize the given product. (1) Given the product [F:1][C:2]1[CH:3]=[CH:4][C:5]([N:10]2[C:9](=[O:24])[C:8]([C:4]3[CH:5]=[CH:6][CH:7]=[C:2]([F:1])[CH:3]=3)=[C:13]([C:14]3[CH:19]=[CH:18][C:17]([S:20]([CH3:23])(=[O:21])=[O:22])=[CH:16][CH:15]=3)[CH:12]=[N:11]2)=[CH:6][CH:7]=1, predict the reactants needed to synthesize it. The reactants are: [F:1][C:2]1[CH:3]=[C:4]([C:8]2[C:9](=[O:24])[NH:10][N:11]=[CH:12][C:13]=2[C:14]2[CH:19]=[CH:18][C:17]([S:20]([CH3:23])(=[O:22])=[O:21])=[CH:16][CH:15]=2)[CH:5]=[CH:6][CH:7]=1.N. (2) Given the product [Cl:11][C:3]1[CH:4]=[C:5]([CH:6]=[CH:7][C:2]=1[Cl:1])[NH:8][C:9]([NH:12][C@H:13]([C:34]1[CH:35]=[CH:36][CH:37]=[CH:38][CH:39]=1)[CH2:14][CH2:15][N:16]1[CH2:21][CH2:20][CH:19]([C:22]2[CH:23]=[C:24]([NH:28][C:29](=[O:33])[CH:30]([CH3:32])[CH3:31])[CH:25]=[CH:26][CH:27]=2)[CH2:18][CH2:17]1)=[O:10], predict the reactants needed to synthesize it. The reactants are: [Cl:1][C:2]1[CH:7]=[CH:6][C:5]([N:8]=[C:9]=[O:10])=[CH:4][C:3]=1[Cl:11].[NH2:12][C@H:13]([C:34]1[CH:39]=[CH:38][CH:37]=[CH:36][CH:35]=1)[CH2:14][CH2:15][N:16]1[CH2:21][CH2:20][CH:19]([C:22]2[CH:23]=[C:24]([NH:28][C:29](=[O:33])[CH:30]([CH3:32])[CH3:31])[CH:25]=[CH:26][CH:27]=2)[CH2:18][CH2:17]1.